From a dataset of Forward reaction prediction with 1.9M reactions from USPTO patents (1976-2016). Predict the product of the given reaction. (1) Given the reactants [Br:1][C:2]1[CH:3]=[C:4]([C:10]([N:12]2[CH2:17][CH2:16][O:15][C:14]3[CH:18]=[CH:19][N:20]=[CH:21][C:13]2=3)=[O:11])[CH:5]=[C:6]([Br:9])[C:7]=1[OH:8].[S:22](=[O:26])(=[O:25])([OH:24])[OH:23], predict the reaction product. The product is: [S:22](=[O:24])(=[O:23])([OH:26])[OH:25].[Br:1][C:2]1[CH:3]=[C:4]([C:10]([N:12]2[CH2:17][CH2:16][O:15][C:14]3[CH:18]=[CH:19][N:20]=[CH:21][C:13]2=3)=[O:11])[CH:5]=[C:6]([Br:9])[C:7]=1[OH:8]. (2) The product is: [Cl:22][C:19]1[CH:20]=[CH:21][C:16]2[S:13](=[O:15])(=[O:14])[N:10]3[CH2:9][C@H:8]([CH2:12][CH2:11]3)[NH:7][C:17]=2[N:18]=1. Given the reactants C(OC(=O)[NH:7][C@H:8]1[CH2:12][CH2:11][N:10]([S:13]([C:16]2[C:17](Cl)=[N:18][C:19]([Cl:22])=[CH:20][CH:21]=2)(=[O:15])=[O:14])[CH2:9]1)(C)(C)C.FC(F)(F)C(O)=O.C(=O)([O-])[O-].[Na+].[Na+], predict the reaction product. (3) Given the reactants CC1(C)[O:6][C@H:5]([C:7]([N:9]2[CH2:14][CH2:13][C:12]([C:15]3[C:20]([F:21])=[CH:19][C:18]([N:22]4[CH2:26][C@H:25]([CH2:27][N:28]5[CH:32]=[CH:31][N:30]=[N:29]5)[O:24][C:23]4=[O:33])=[CH:17][C:16]=3[F:34])=[CH:11][CH2:10]2)=[O:8])[CH2:4][O:3]1.Cl, predict the reaction product. The product is: [OH:6][C@@H:5]([CH2:4][OH:3])[C:7]([N:9]1[CH2:14][CH2:13][C:12]([C:15]2[C:20]([F:21])=[CH:19][C:18]([N:22]3[CH2:26][C@H:25]([CH2:27][N:28]4[CH:32]=[CH:31][N:30]=[N:29]4)[O:24][C:23]3=[O:33])=[CH:17][C:16]=2[F:34])=[CH:11][CH2:10]1)=[O:8]. (4) Given the reactants C(OC([N:8]1[CH2:13][CH2:12][CH:11]([NH:14][C:15]2[CH:20]=[CH:19][CH:18]=[C:17]([C:21]3[CH:26]=[CH:25][N:24]=[C:23](Cl)[N:22]=3)[CH:16]=2)[CH2:10][CH2:9]1)=O)(C)(C)C.[NH2:28][CH2:29][CH2:30][C:31]1[CH:36]=[CH:35][C:34]([OH:37])=[C:33]([Br:38])[CH:32]=1, predict the reaction product. The product is: [Br:38][C:33]1[CH:32]=[C:31]([CH2:30][CH2:29][NH:28][C:23]2[N:22]=[C:21]([C:17]3[CH:18]=[CH:19][CH:20]=[C:15]([NH:14][CH:11]4[CH2:10][CH2:9][NH:8][CH2:13][CH2:12]4)[CH:16]=3)[CH:26]=[CH:25][N:24]=2)[CH:36]=[CH:35][C:34]=1[OH:37]. (5) The product is: [C:1]([OH:8])(=[O:7])[CH:2]=[CH2:3].[NH2:17][C:9]([O:13][CH2:14][CH3:15])=[O:12]. Given the reactants [C:1]1(=[O:8])[O:7]CCC[CH2:3][CH2:2]1.[C:9]([O:13][CH2:14][CH2:15]O)(=[O:12])C=C.[N-:17]=C=O, predict the reaction product. (6) Given the reactants [O:1]1[C:7](=[O:8])[CH2:6][CH2:5][CH2:4][C:3]2[CH:9]=[CH:10][CH:11]=[CH:12][C:2]1=2.[CH3:13][NH2:14], predict the reaction product. The product is: [OH:1][C:2]1[CH:12]=[CH:11][CH:10]=[CH:9][C:3]=1[CH2:4][CH2:5][CH2:6][C:7]([NH:14][CH3:13])=[O:8]. (7) Given the reactants [Cl:1][C:2]1[CH:3]=[C:4]([NH:16][C:17]2[C:26]3[C:25]([OH:27])=[CH:24][CH:23]=[CH:22][C:21]=3[N:20]=[CH:19][N:18]=2)[CH:5]=[CH:6][C:7]=1[O:8][CH2:9][C:10]1[CH:15]=[CH:14][CH:13]=[CH:12][N:11]=1.O[C@H:29]1[CH2:34][CH2:33][O:32][C:30]1=[O:31].C1(P(C2C=CC=CC=2)C2C=CC=CC=2)C=CC=CC=1.[CH3:54][NH2:55], predict the reaction product. The product is: [Cl:1][C:2]1[CH:3]=[C:4]([NH:16][C:17]2[C:26]3[C:21](=[CH:22][CH:23]=[CH:24][C:25]=3[O:27][C@H:29]([CH2:34][CH2:33][OH:32])[C:30]([NH:55][CH3:54])=[O:31])[N:20]=[CH:19][N:18]=2)[CH:5]=[CH:6][C:7]=1[O:8][CH2:9][C:10]1[CH:15]=[CH:14][CH:13]=[CH:12][N:11]=1.